From a dataset of Forward reaction prediction with 1.9M reactions from USPTO patents (1976-2016). Predict the product of the given reaction. (1) Given the reactants N[C:2]1[N:7]=[C:6](O)[CH:5]=[C:4](Cl)[N:3]=1.[N+:10]([O-])([OH:12])=[O:11].S(=O)(=O)(O)[OH:15], predict the reaction product. The product is: [N+:10]([C:4]1[CH:5]=[CH:6][N:7]=[C:2]([OH:15])[N:3]=1)([O-:12])=[O:11]. (2) Given the reactants [Cl:1][C:2]1[CH:7]=[CH:6][C:5]([N:8]2[CH2:12][CH2:11][CH2:10][C@@:9]2([CH3:16])[C:13]([OH:15])=O)=[CH:4][CH:3]=1.C(N(CC)CC)C.O1CCCC1.[NH2:29][C:30]1[CH:34]=[C:33]([C:35]([CH3:38])([CH3:37])[CH3:36])[O:32][N:31]=1, predict the reaction product. The product is: [C:35]([C:33]1[O:32][N:31]=[C:30]([NH:29][C:13]([C@:9]2([CH3:16])[CH2:10][CH2:11][CH2:12][N:8]2[C:5]2[CH:4]=[CH:3][C:2]([Cl:1])=[CH:7][CH:6]=2)=[O:15])[CH:34]=1)([CH3:38])([CH3:37])[CH3:36]. (3) Given the reactants Br[C:2]1[CH:10]=[C:9]2[C:5]([CH:6]=[CH:7][N:8]2[Si:11]([CH:18]([CH3:20])[CH3:19])([CH:15]([CH3:17])[CH3:16])[CH:12]([CH3:14])[CH3:13])=[CH:4][CH:3]=1.C([Li])(C)(C)C.CCCCC.[C:31]1([S:37](F)(=[O:39])=[O:38])[CH:36]=[CH:35][CH:34]=[CH:33][CH:32]=1, predict the reaction product. The product is: [C:31]1([S:37]([C:2]2[CH:10]=[C:9]3[C:5]([CH:6]=[CH:7][N:8]3[Si:11]([CH:18]([CH3:20])[CH3:19])([CH:15]([CH3:17])[CH3:16])[CH:12]([CH3:14])[CH3:13])=[CH:4][CH:3]=2)(=[O:39])=[O:38])[CH:36]=[CH:35][CH:34]=[CH:33][CH:32]=1. (4) Given the reactants Br[C:2]1[C:3]([O:12][CH3:13])=[CH:4][C:5]([O:10][CH3:11])=[C:6]([CH:9]=1)[CH:7]=[O:8].[S:14]1[C:18](B(O)O)=[CH:17][C:16]2[CH:22]=[CH:23][CH:24]=[CH:25][C:15]1=2, predict the reaction product. The product is: [S:14]1[C:18]([C:2]2[C:3]([O:12][CH3:13])=[CH:4][C:5]([O:10][CH3:11])=[C:6]([CH:9]=2)[CH:7]=[O:8])=[CH:17][C:16]2[CH:22]=[CH:23][CH:24]=[CH:25][C:15]1=2. (5) Given the reactants [C:1]([CH:5]([OH:35])[C@H:6]1[O:10][C@@H:9]([N:11]2[C:20]3[C:14]([C:15]([N:17]=[CH:18][N:19]=3)=[NH:16])=[N:13][C:12]2=[SiH2:21])[C@H:8]([O:22][Si:23]([C:26]([CH3:29])([CH3:28])[CH3:27])([CH3:25])[CH3:24])[C@@H:7]1[O:30][C:31]([CH3:34])([CH3:33])[CH3:32])([CH3:4])([CH3:3])[CH3:2].[C:36](Cl)(=[O:43])[C:37]1[CH:42]=[CH:41][CH:40]=[CH:39][CH:38]=1, predict the reaction product. The product is: [C:1]([CH:5]([OH:35])[C@H:6]1[O:10][C@@H:9]([N:11]2[C:20]3[C:14]([C:15]([N:17]=[CH:18][N:19]=3)=[N:16][C:36](=[O:43])[C:37]3[CH:42]=[CH:41][CH:40]=[CH:39][CH:38]=3)=[N:13][C:12]2=[SiH2:21])[C@H:8]([O:22][Si:23]([C:26]([CH3:29])([CH3:28])[CH3:27])([CH3:25])[CH3:24])[C@@H:7]1[O:30][C:31]([CH3:34])([CH3:33])[CH3:32])([CH3:4])([CH3:2])[CH3:3]. (6) Given the reactants BrC[C:3]([C:5]1[NH:6][CH:7]=[CH:8][CH:9]=1)=[O:4].[Na+].[I-].[C:12]([O:20][CH2:21][CH3:22])(=[O:19])[CH2:13][C:14]([O:16][CH2:17][CH3:18])=[O:15].[H-].[Na+].[Br-].[Na+].[I-].[Cl-].[NH4+], predict the reaction product. The product is: [CH2:21]([O:20][C:12](=[O:19])[CH:13]([C:3]([C:5]1[NH:6][CH:7]=[CH:8][CH:9]=1)=[O:4])[C:14]([O:16][CH2:17][CH3:18])=[O:15])[CH3:22]. (7) Given the reactants [NH:1]1[CH:5]=[C:4]([C:6]2[C:7]([C:12]3[CH:17]=[CH:16][CH:15]=[CH:14][CH:13]=3)=[N:8][O:9][C:10]=2[CH3:11])[N:3]=[CH:2]1.[Br:18][C:19]1[CH:24]=[CH:23][CH:22]=[CH:21][C:20]=1B(O)O, predict the reaction product. The product is: [Br:18][C:19]1[CH:24]=[CH:23][CH:22]=[CH:21][C:20]=1[N:1]1[CH:5]=[C:4]([C:6]2[C:7]([C:12]3[CH:13]=[CH:14][CH:15]=[CH:16][CH:17]=3)=[N:8][O:9][C:10]=2[CH3:11])[N:3]=[CH:2]1.